From a dataset of Forward reaction prediction with 1.9M reactions from USPTO patents (1976-2016). Predict the product of the given reaction. Given the reactants [NH:1]1[C:9]2[C:4](=[CH:5][CH:6]=[CH:7][CH:8]=2)[C:3]([C:10]2[CH2:11][CH2:12][N:13](C(OC(C)(C)C)=O)[CH2:14][CH:15]=2)=[CH:2]1.[H-].[Na+].F[C:26]1[CH:31]=[CH:30][C:29]([N+:32]([O-:34])=[O:33])=[CH:28][CH:27]=1.C(O)(C(F)(F)F)=O, predict the reaction product. The product is: [N+:32]([C:29]1[CH:30]=[CH:31][C:26]([N:1]2[C:9]3[C:4](=[CH:5][CH:6]=[CH:7][CH:8]=3)[C:3]([C:10]3[CH2:11][CH2:12][NH:13][CH2:14][CH:15]=3)=[CH:2]2)=[CH:27][CH:28]=1)([O-:34])=[O:33].